This data is from Experimentally validated miRNA-target interactions with 360,000+ pairs, plus equal number of negative samples. The task is: Binary Classification. Given a miRNA mature sequence and a target amino acid sequence, predict their likelihood of interaction. (1) The miRNA is hsa-miR-1257 with sequence AGUGAAUGAUGGGUUCUGACC. The protein sequence of the target gene is MSYDRAITVFSPDGHLFQVEYAQEAVKKGSTAVGVRGRDIVVLGVEKKSVAKLQDERTVRKICALDDNVCMAFAGLTADARIVINRARVECQSHRLTVEDPVTVEYITRYIASLKQRYTQSNGRRPFGISALIVGFDFDGTPRLYQTDPSGTYHAWKANAIGRGAKSVREFLEKNYTDEAIETDDLTIKLVIKALLEVVQSGGKNIELAVMRRDQSLKILNPEEIEKYVAEIEKEKEENEKKKQKKAS. Result: 1 (interaction). (2) The miRNA is mmu-miR-486a-3p with sequence CGGGGCAGCUCAGUACAGGAU. The protein sequence of the target gene is MRLEELKRLQNPLEQVDDGKYLLENHQLAMDVENNIENYPLSLQPLESKVKIIQRAWREYLQRQDPLEKRSPSPPSVSSDKLSSSVSMNTFSDSSTPVSVSRPLAWTVLH. Result: 0 (no interaction). (3) The miRNA is hsa-miR-6077 with sequence GGGAAGAGCUGUACGGCCUUC. The protein sequence of the target gene is MKNQLRGPPARAHMSTSGAAAAGGTRAGSEPGAGSGSGAGTGAGAATGAGAMPCKSAEWLQEELEARGGASLLLLDCRPHELFESSHIETAINLAIPGLMLRRLRKGNLPIRSIIPNHADKERFATRCKAATVLLYDEATAEWQPEPGAPASVLGLLLQKLRDDGCQAYYLQGGFNKFQTEYSEHCETNVDSSSSPSSSPPTSVLGLGGLRISSDCSDGESDRELPSSATESDGSPVPSSQPAFPVQILPYLYLGCAKDSTNLDVLGKYGIKYILNVTPNLPNAFEHGGEFTYKQIPISD.... Result: 1 (interaction). (4) The miRNA is mmu-miR-455-3p with sequence GCAGUCCACGGGCAUAUACAC. The protein sequence of the target gene is MFNLMKKDKDKDGGRKEKKEKKEKKERMSAAELRSLEEMSMRRGFFNLNRSSKRESKTRLEISNPIPIKVASGSDLHLTDIDSDSNRGSIILDSGHLSTASSSDDLKGEEGSFRGSVLQRAAKFGSLAKQNSQMIVKRFSFSQRSRDESASETSTPSEHSAAPSPQVEVRTLEGQLMQHPGLGIPRPGPRSRVPELVTKRFPADLRLPALVPPPPPALRELELQRRPTGDFGFSLRRTTMLDRAPEGQAYRRVVHFAEPGAGTKDLALGLVPGDRLVEINGQNVENKSRDEIVEMIRQSG.... Result: 0 (no interaction). (5) The miRNA is mmu-let-7c-5p with sequence UGAGGUAGUAGGUUGUAUGGUU. The protein sequence of the target gene is MQQAGLTLMAVAVCVAFQTSEAILPMASSCCTEVSHHVSGRLLERVSSCSIQRADGDCDLAAVILHVKRRRICISPHNRTLKQWMRASEVKKNGRENVCSGKKQPSRKDRKGHTTRKHRTRGTHRHEASR. Result: 0 (no interaction). (6) The miRNA is hsa-miR-372-5p with sequence CCUCAAAUGUGGAGCACUAUUCU. The protein sequence of the target gene is MYQVPLPLDRDGTLVRLRFTMVALVTVCCPLVAFLFCILWSLLFHFKETTATHCGVPNYLPSVSSAIGGEVPQRYVWRFCIGLHSAPRFLVAFAYWNHYLSCTSPCSCYRPLCRLNFGLNVVENLALLVLTYVSSSEDFTIHENAFIVFIASSLGHMLLTCILWRLTKKHTVSQEDRKSYSWKQRLFIINFISFFSALAVYFRHNMYCEAGVYTIFAILEYTVVLTNMAFHMTAWWDFGNKELLITSQPEEKRF. Result: 0 (no interaction). (7) The miRNA is hsa-miR-548i with sequence AAAAGUAAUUGCGGAUUUUGCC. The protein sequence of the target gene is MGGGERYNIPDPQSRNASKNQEQQNRQKSKDQNSSQTKIAHKKKERGHGYNPAAAAWQAMQNGGKTKSLSNNSNWNAGLSSPSLLFKSQASQNYAGAKFSEPPSPSVLPKPPSHWVHVSLNPSDKETMTFQLKTLLKVQV. Result: 0 (no interaction).